Predict the reactants needed to synthesize the given product. From a dataset of Retrosynthesis with 50K atom-mapped reactions and 10 reaction types from USPTO. The reactants are: O=c1c2nc(Br)n(-c3ccccc3)c2nc(-c2ccc(C(F)(F)F)cc2)n1-c1ccc(Cl)cc1.[C-]#N. Given the product N#Cc1nc2c(=O)n(-c3ccc(Cl)cc3)c(-c3ccc(C(F)(F)F)cc3)nc2n1-c1ccccc1, predict the reactants needed to synthesize it.